This data is from Forward reaction prediction with 1.9M reactions from USPTO patents (1976-2016). The task is: Predict the product of the given reaction. (1) Given the reactants [CH3:1][C:2]([CH3:36])([CH3:35])[C:3]([C:29]1[CH:30]=[N:31][CH:32]=[N:33][CH:34]=1)([O:19]B1OC(C)(C)C(C)(C)O1)[C:4]1[CH:9]=[CH:8][C:7](B2OC(C)(C)C(C)(C)O2)=[CH:6][N:5]=1.P([O-])([O-])([O-])=O.[K+].[K+].[K+].Br[C:46]1[CH:51]=[CH:50][C:49]([C:52]([CH3:56])([CH3:55])[C:53]#[N:54])=[CH:48][C:47]=1[CH2:57][CH3:58].O, predict the reaction product. The product is: [CH2:57]([C:47]1[CH:48]=[C:49]([C:52]([CH3:55])([CH3:56])[C:53]#[N:54])[CH:50]=[CH:51][C:46]=1[C:7]1[CH:6]=[N:5][C:4]([C:3]([OH:19])([C:29]2[CH:34]=[N:33][CH:32]=[N:31][CH:30]=2)[C:2]([CH3:35])([CH3:36])[CH3:1])=[CH:9][CH:8]=1)[CH3:58]. (2) The product is: [C:30]1([S:36]([N:39]2[CH:43]=[C:42]([C:23]#[C:22][CH2:21][CH2:20][CH2:19][CH:24]3[CH2:29][CH2:28][CH2:27][CH2:26][CH2:25]3)[C:41]([C:45]3[CH:46]=[N:47][CH:48]=[CH:49][CH:50]=3)=[N:40]2)(=[O:37])=[O:38])[CH:35]=[CH:34][CH:33]=[CH:32][CH:31]=1. Given the reactants C(C1C(C2CN(C)CCC=2)=NNC=1)#CCCCC.[CH2:19]([CH:24]1[CH2:29][CH2:28][CH2:27][CH2:26][CH2:25]1)[CH2:20][CH2:21][C:22]#[CH:23].[C:30]1([S:36]([N:39]2[CH:43]=[C:42](I)[C:41]([C:45]3[CH:46]=[N:47][CH:48]=[CH:49][CH:50]=3)=[N:40]2)(=[O:38])=[O:37])[CH:35]=[CH:34][CH:33]=[CH:32][CH:31]=1, predict the reaction product. (3) Given the reactants [O:1]=[C:2]1[C:10]2[C:5](=[CH:6][CH:7]=[CH:8][CH:9]=2)[C:4](=[O:11])[N:3]1[CH:12]1[CH:17]([F:18])[CH2:16][CH2:15][N:14](C(OCC2C=CC=CC=2)=O)[CH2:13]1, predict the reaction product. The product is: [F:18][C@H:17]1[CH2:16][CH2:15][NH:14][CH2:13][C@H:12]1[N:3]1[C:2](=[O:1])[C:10]2[C:5](=[CH:6][CH:7]=[CH:8][CH:9]=2)[C:4]1=[O:11]. (4) Given the reactants [CH2:1]([CH:8]1[CH2:13][CH2:12][C:11](=[CH:14][C:15]2[NH:19][C:18]3[CH:20]=[CH:21][CH:22]=[CH:23][C:17]=3[N:16]=2)[CH2:10][CH2:9]1)[C:2]1[CH:7]=[CH:6][CH:5]=[CH:4][CH:3]=1.B.C1C[O:28]CC1.[OH-].[Na+].OO, predict the reaction product. The product is: [NH:19]1[C:18]2[CH:20]=[CH:21][CH:22]=[CH:23][C:17]=2[N:16]=[C:15]1[CH:14]([CH:11]1[CH2:10][CH2:9][CH:8]([CH2:1][C:2]2[CH:3]=[CH:4][CH:5]=[CH:6][CH:7]=2)[CH2:13][CH2:12]1)[OH:28].